Dataset: Full USPTO retrosynthesis dataset with 1.9M reactions from patents (1976-2016). Task: Predict the reactants needed to synthesize the given product. (1) The reactants are: [OH:1][CH2:2][CH:3]1[CH2:7][N:6]([C:8]2[CH:9]=[N:10][N:11]3[CH2:16][C@H:15]([CH3:17])[NH:14][CH2:13][C:12]=23)[C:5](=[O:18])[CH2:4]1.N1C=CN=C1.[CH3:24][C:25]([Si:28](Cl)([CH3:30])[CH3:29])([CH3:27])[CH3:26]. Given the product [Si:28]([O:1][CH2:2][CH:3]1[CH2:7][N:6]([C:8]2[CH:9]=[N:10][N:11]3[CH2:16][C@H:15]([CH3:17])[NH:14][CH2:13][C:12]=23)[C:5](=[O:18])[CH2:4]1)([C:25]([CH3:27])([CH3:26])[CH3:24])([CH3:30])[CH3:29], predict the reactants needed to synthesize it. (2) Given the product [I:25][C:22]1[CH:23]=[CH:24][C:19]([O:18][CH2:17][CH2:16][CH2:15][CH2:14][N:3]2[CH2:4][CH2:5][CH2:6][C@H:2]2[CH3:1])=[CH:20][CH:21]=1, predict the reactants needed to synthesize it. The reactants are: [CH3:1][C@@H:2]1[CH2:6][CH2:5][CH2:4][NH:3]1.C(=O)([O-])[O-].[Cs+].[Cs+].Cl[CH2:14][CH2:15][CH2:16][CH2:17][O:18][C:19]1[CH:24]=[CH:23][C:22]([I:25])=[CH:21][CH:20]=1. (3) Given the product [O:9]=[C:36]1[CH2:39][CH2:38][N:37]([CH2:40][CH2:41][CH2:2][O:3][C:32]2[CH:31]=[CH:30][C:29]([C:23]3[CH:22]=[CH:21][C:26]([C:27]#[N:28])=[CH:25][CH:24]=3)=[CH:34][CH:33]=2)[CH2:35]1, predict the reactants needed to synthesize it. The reactants are: C(Cl)(=O)[C:2](Cl)=[O:3].CS(C)=[O:9].O[C@@H]1CCN(CCCO[C:21]2[CH:22]=[C:23]([C:29]3[CH:34]=[CH:33][CH:32]=[CH:31][CH:30]=3)[CH:24]=[CH:25][C:26]=2[C:27]#[N:28])C1.[CH2:35]([N:37]([CH2:40][CH3:41])[CH2:38][CH3:39])[CH3:36]. (4) Given the product [CH3:27][O:28][C:29]([C:31]1[C:39]2[C:34](=[CH:35][C:36]([N:23]3[CH2:24][CH2:25][CH2:26][CH:20]([O:19][CH2:18][C:6]4[C:7]([C:10]5[C:11]([Cl:17])=[CH:12][CH:13]=[CH:14][C:15]=5[Cl:16])=[N:8][O:9][C:5]=4[CH:2]4[CH2:3][CH2:4]4)[CH2:21][CH2:22]3)=[CH:37][CH:38]=2)[N:33]([CH3:41])[CH:32]=1)=[O:30], predict the reactants needed to synthesize it. The reactants are: Cl.[CH:2]1([C:5]2[O:9][N:8]=[C:7]([C:10]3[C:15]([Cl:16])=[CH:14][CH:13]=[CH:12][C:11]=3[Cl:17])[C:6]=2[CH2:18][O:19][CH:20]2[CH2:26][CH2:25][CH2:24][NH:23][CH2:22][CH2:21]2)[CH2:4][CH2:3]1.[CH3:27][O:28][C:29]([C:31]1[C:39]2[C:34](=[CH:35][C:36](Br)=[CH:37][CH:38]=2)[N:33]([CH3:41])[CH:32]=1)=[O:30].N1CCCC1C(O)=O.C(=O)([O-])[O-].[K+].[K+].[Cl-].[NH4+]. (5) The reactants are: [CH3:1][C@@:2]12[CH2:19][CH2:18][C@@H:17]3[C@:12]([CH3:22])([CH2:13][CH2:14][CH2:15][C:16]3([CH3:21])[CH3:20])[C@H:11]1[CH2:10][S:9](=[O:24])(=[O:23])[C:8]1[C:3]2=[C:4]([C:28]([OH:30])=O)[CH:5]=[C:6]([C:25](O)=[O:26])[CH:7]=1.[CH3:31][N:32](C(ON1N=NC2C=CC=NC1=2)=[N+](C)C)C.F[P-](F)(F)(F)(F)F.[CH3:55][N:56]1CCOCC1. Given the product [CH3:1][C@@:2]12[CH2:19][CH2:18][C@@H:17]3[C@:12]([CH3:22])([CH2:13][CH2:14][CH2:15][C:16]3([CH3:21])[CH3:20])[C@H:11]1[CH2:10][S:9](=[O:24])(=[O:23])[C:8]1[C:3]2=[C:4]([C:28]([NH:56][CH3:55])=[O:30])[CH:5]=[C:6]([C:25]([NH:32][CH3:31])=[O:26])[CH:7]=1, predict the reactants needed to synthesize it. (6) Given the product [ClH:26].[ClH:26].[NH2:8][CH:9]1[CH2:14][CH2:13][N:12]([C:15]2[CH:20]=[CH:19][C:18]([CH2:21][C:22]([O:24][CH3:25])=[O:23])=[CH:17][CH:16]=2)[CH2:11][CH2:10]1, predict the reactants needed to synthesize it. The reactants are: C(OC([NH:8][CH:9]1[CH2:14][CH2:13][N:12]([C:15]2[CH:20]=[CH:19][C:18]([CH2:21][C:22]([O:24][CH3:25])=[O:23])=[CH:17][CH:16]=2)[CH2:11][CH2:10]1)=O)(C)(C)C.[ClH:26].CO.